From a dataset of Reaction yield outcomes from USPTO patents with 853,638 reactions. Predict the reaction yield, written as a fraction of the theoretical maximum amount of product (1.0 means a 100% yield; for example, 0.34 means a 34% yield). (1) The reactants are Br[C:2]1[N:3]([CH2:20][C:21]2[CH:26]=[CH:25][C:24]([CH2:27][OH:28])=[CH:23][CH:22]=2)[C:4]2[C:9]([N:10]=1)=[C:8]([NH2:11])[N:7]=[C:6]([NH:12][CH2:13][C:14]1[CH:19]=[CH:18][N:17]=[CH:16][CH:15]=1)[N:5]=2.C[O-].[K+].O.C[CH2:34][OH:35].C(Cl)(Cl)Cl. The catalyst is CO. The product is [CH3:34][O:35][C:2]1[N:3]([CH2:20][C:21]2[CH:26]=[CH:25][C:24]([CH2:27][OH:28])=[CH:23][CH:22]=2)[C:4]2[C:9]([N:10]=1)=[C:8]([NH2:11])[N:7]=[C:6]([NH:12][CH2:13][C:14]1[CH:19]=[CH:18][N:17]=[CH:16][CH:15]=1)[N:5]=2. The yield is 0.800. (2) The reactants are [Cl:1][C:2]1[CH:3]=[C:4]([C:8]2[C:17]3[C:12](=[CH:13][CH:14]=[C:15]([C:18]([C:26]4[CH:31]=[CH:30][C:29]([Cl:32])=[CH:28][CH:27]=4)([C:20]4[N:24]([CH3:25])[CH:23]=[N:22][CH:21]=4)O)[CH:16]=3)[N:11]3[N:33]=[N:34][N:35]=[C:10]3[N:9]=2)[CH:5]=[CH:6][CH:7]=1.S(=[N:39]C(N)=O)(=O)=O. No catalyst specified. The product is [Cl:1][C:2]1[CH:3]=[C:4]([C:8]2[C:17]3[C:12](=[CH:13][CH:14]=[C:15]([C:18]([C:26]4[CH:31]=[CH:30][C:29]([Cl:32])=[CH:28][CH:27]=4)([C:20]4[N:24]([CH3:25])[CH:23]=[N:22][CH:21]=4)[NH2:39])[CH:16]=3)[N:11]3[N:33]=[N:34][N:35]=[C:10]3[N:9]=2)[CH:5]=[CH:6][CH:7]=1. The yield is 0.260. (3) The reactants are C([O:5][C:6]([CH:8]1[CH:12]([C:13]2[CH:18]=[CH:17][CH:16]=[C:15]([Cl:19])[CH:14]=2)[C:11]([C:22]2[CH:27]=[CH:26][C:25]([Cl:28])=[CH:24][C:23]=2[F:29])([C:20]#[N:21])[CH:10]([CH2:30][C:31]([CH3:34])([CH3:33])[CH3:32])[NH:9]1)=[O:7])(C)(C)C.[F:35][C:36]([F:41])([F:40])[C:37]([OH:39])=[O:38]. The catalyst is ClCCl. The product is [F:35][C:36]([F:41])([F:40])[C:37]([OH:39])=[O:38].[Cl:28][C:25]1[CH:26]=[CH:27][C:22]([C:11]2([C:20]#[N:21])[CH:10]([CH2:30][C:31]([CH3:34])([CH3:33])[CH3:32])[NH:9][CH:8]([C:6]([OH:7])=[O:5])[CH:12]2[C:13]2[CH:18]=[CH:17][CH:16]=[C:15]([Cl:19])[CH:14]=2)=[C:23]([F:29])[CH:24]=1. The yield is 0.790. (4) The reactants are [C:1]([NH:4][C:5]1[CH:10]=[C:9]([N+:11]([O-:13])=[O:12])[CH:8]=[CH:7][C:6]=1[CH3:14])(=[O:3])[CH3:2].[Br:15]N1C(=O)CCC1=O. The catalyst is C(Cl)(Cl)(Cl)Cl. The product is [C:1]([NH:4][C:5]1[CH:10]=[C:9]([N+:11]([O-:13])=[O:12])[CH:8]=[CH:7][C:6]=1[CH2:14][Br:15])(=[O:3])[CH3:2]. The yield is 0.556. (5) The reactants are CC([CH2:5][N:6]([CH2:10][CH2:11][NH:12][C:13]1[N:14]=[C:15]([C:32]2[CH:37]=[C:36]([C:38]([NH:40][C:41]3[CH:46]=[CH:45][C:44]([F:47])=[CH:43][CH:42]=3)=[O:39])[CH:35]=[CH:34][C:33]=2[CH3:48])[C:16]2[CH2:21][NH:20][C:19](=[O:22])[N:18]([C:23]3[C:28]([F:29])=[CH:27][CH:26]=[CH:25][C:24]=3[F:30])[C:17]=2[N:31]=1)C(=O)[O-])(C)C.C(O)(C(F)(F)F)=O. The catalyst is C(Cl)Cl. The product is [F:29][C:28]1[CH:27]=[CH:26][CH:25]=[C:24]([F:30])[C:23]=1[N:18]1[C:17]2[N:31]=[C:13]([NH:12][CH2:11][CH2:10][NH:6][CH3:5])[N:14]=[C:15]([C:32]3[CH:37]=[C:36]([CH:35]=[CH:34][C:33]=3[CH3:48])[C:38]([NH:40][C:41]3[CH:42]=[CH:43][C:44]([F:47])=[CH:45][CH:46]=3)=[O:39])[C:16]=2[CH2:21][NH:20][C:19]1=[O:22]. The yield is 0.650. (6) The reactants are [H-].[Na+].[F:3][C:4]1[CH:20]=[CH:19][C:7]([C:8]([NH:10][CH2:11][CH2:12][C:13]2[O:14][C:15]([CH3:18])=[CH:16][CH:17]=2)=[O:9])=[CH:6][CH:5]=1.I[CH3:22]. The catalyst is C1COCC1. The product is [F:3][C:4]1[CH:5]=[CH:6][C:7]([C:8]([N:10]([CH3:22])[CH2:11][CH2:12][C:13]2[O:14][C:15]([CH3:18])=[CH:16][CH:17]=2)=[O:9])=[CH:19][CH:20]=1. The yield is 0.840. (7) The reactants are [CH3:1][O:2][C:3](=[O:61])[NH:4][CH:5]([C:9]([N:11]1[CH2:15][CH2:14][CH2:13][CH:12]1[C:16]1[NH:17][C:18]([C:21]2[CH:26]=[CH:25][C:24]([C:27]3[CH:36]=[CH:35][C:34]4[C:29](=[CH:30][CH:31]=[C:32]([C:37]5[NH:38][C:39]([C@@H:42]6[CH2:46][CH2:45][CH2:44][N:43]6[C:47](=[O:60])[CH:48]([NH:55][C:56]([O:58][CH3:59])=[O:57])[C:49]6[CH:54]=[CH:53][CH:52]=[CH:51][CH:50]=6)=[N:40][CH:41]=5)[CH:33]=4)[CH:28]=3)=[CH:23][CH:22]=2)=[CH:19][N:20]=1)=[O:10])[CH:6]([CH3:8])[CH3:7].COC(N[C@H](C1C=CC=CC=1)C(O)=O)=O. No catalyst specified. The product is [CH3:1][O:2][C:3](=[O:61])[NH:4][CH:5]([C:9]([N:11]1[CH2:15][CH2:14][CH2:13][CH:12]1[C:16]1[NH:17][C:18]([C:21]2[CH:22]=[CH:23][C:24]([C:27]3[CH:36]=[CH:35][C:34]4[C:29](=[CH:30][CH:31]=[C:32]([C:37]5[NH:38][C:39]([CH:42]6[CH2:46][CH2:45][CH2:44][N:43]6[C:47](=[O:60])[CH:48]([NH:55][C:56]([O:58][CH3:59])=[O:57])[C:49]6[CH:54]=[CH:53][CH:52]=[CH:51][CH:50]=6)=[N:40][CH:41]=5)[CH:33]=4)[CH:28]=3)=[CH:25][CH:26]=2)=[CH:19][N:20]=1)=[O:10])[CH:6]([CH3:8])[CH3:7]. The yield is 0.580.